From a dataset of Full USPTO retrosynthesis dataset with 1.9M reactions from patents (1976-2016). Predict the reactants needed to synthesize the given product. (1) Given the product [Cl:23][C:24]1[N:29]=[C:28]([C:11]2[CH:12]=[CH:13][C:8]([O:1][C:2]3[CH:7]=[CH:6][CH:5]=[CH:4][CH:3]=3)=[CH:9][CH:10]=2)[C:27]([C:31]([NH2:33])=[O:32])=[CH:26][N:25]=1, predict the reactants needed to synthesize it. The reactants are: [O:1]([C:8]1[CH:13]=[CH:12][C:11](B(O)O)=[CH:10][CH:9]=1)[C:2]1[CH:7]=[CH:6][CH:5]=[CH:4][CH:3]=1.C([O-])([O-])=O.[K+].[K+].[Cl:23][C:24]1[N:29]=[C:28](Cl)[C:27]([C:31]([NH2:33])=[O:32])=[CH:26][N:25]=1. (2) Given the product [CH3:1][O:2][C:3]([C@@H:5]([N:13]1[CH2:21][C:17]2[CH:18]=[CH:19][S:20][C:16]=2[CH2:15][CH2:14]1)[C:6]1[C:11]([Cl:12])=[CH:10][CH:9]=[CH:8][CH:7]=1)=[O:4].[OH:40][S:38]([OH:41])(=[O:39])=[O:37], predict the reactants needed to synthesize it. The reactants are: [CH3:1][O:2][C:3]([C@@H:5]([N:13]1[CH2:21][C:17]2[CH:18]=[CH:19][S:20][C:16]=2[CH2:15][CH2:14]1)[C:6]1[CH:7]=[CH:8][CH:9]=[CH:10][C:11]=1[Cl:12])=[O:4].CC1(C)C2(CS(O)(=O)=O)C(CC1CC2)=O.[OH:37][S:38]([OH:41])(=[O:40])=[O:39].C(OCCCC)(=O)C. (3) The reactants are: S(=O)(=O)(O)O.[CH:6]([N:19]1[CH2:22][C:21]([OH:26])([C:23]([OH:25])=[O:24])[CH2:20]1)([C:13]1[CH:18]=[CH:17][CH:16]=[CH:15][CH:14]=1)[C:7]1[CH:12]=[CH:11][CH:10]=[CH:9][CH:8]=1.[CH3:27]O. Given the product [CH:6]([N:19]1[CH2:20][C:21]([OH:26])([C:23]([O:25][CH3:27])=[O:24])[CH2:22]1)([C:7]1[CH:12]=[CH:11][CH:10]=[CH:9][CH:8]=1)[C:13]1[CH:18]=[CH:17][CH:16]=[CH:15][CH:14]=1, predict the reactants needed to synthesize it. (4) Given the product [C:1]([O:5][C:6](=[O:67])[C@H:7]([NH:46][C:47](=[O:66])[NH:48][C@H:49]([CH2:57][CH2:58][C:59]([O:61][C:62]([CH3:65])([CH3:64])[CH3:63])=[O:60])[C:50]([O:52][C:53]([CH3:56])([CH3:55])[CH3:54])=[O:51])[CH2:8][CH2:9][CH2:10][CH2:11][NH:12][C:13](=[O:45])[CH2:14][N:15]1[C:19]([CH2:20][N:21]2[C:29](=[O:30])[C:28]3[C:23](=[CH:24][CH:25]=[CH:26][CH:27]=3)[C:22]2=[O:31])=[C:18]([I:68])[N:17]=[N:16]1)([CH3:4])([CH3:3])[CH3:2], predict the reactants needed to synthesize it. The reactants are: [C:1]([O:5][C:6](=[O:67])[C@@H:7]([NH:46][C:47](=[O:66])[NH:48][C@@H:49]([CH2:57][CH2:58][C:59]([O:61][C:62]([CH3:65])([CH3:64])[CH3:63])=[O:60])[C:50]([O:52][C:53]([CH3:56])([CH3:55])[CH3:54])=[O:51])[CH2:8][CH2:9][CH2:10][CH2:11][NH:12][C:13](=[O:45])[CH2:14][N:15]1[C:19]([CH2:20][N:21]2[C:29](=[O:30])[C:28]3[C:23](=[CH:24][CH:25]=[CH:26][CH:27]=3)[C:22]2=[O:31])=[C:18]([Sn](CCCC)(CCCC)CCCC)[N:17]=[N:16]1)([CH3:4])([CH3:3])[CH3:2].[I:68]I. (5) Given the product [CH2:33]([C:23]1[N:22]([CH2:21][C:18]2[CH:19]=[CH:20][C:15]([NH:14][CH:11]3[CH2:12][CH2:13][NH:8][CH2:9][CH2:10]3)=[CH:16][CH:17]=2)[C:26]2=[N:27][C:28]([CH3:32])=[CH:29][C:30]([CH3:31])=[C:25]2[N:24]=1)[CH3:34], predict the reactants needed to synthesize it. The reactants are: C(OC([N:8]1[CH2:13][CH2:12][CH:11]([NH:14][C:15]2[CH:20]=[CH:19][C:18]([CH2:21][N:22]3[C:26]4=[N:27][C:28]([CH3:32])=[CH:29][C:30]([CH3:31])=[C:25]4[N:24]=[C:23]3[CH2:33][CH3:34])=[CH:17][CH:16]=2)[CH2:10][CH2:9]1)=O)(C)(C)C.C(OCC)(=O)C.Cl. (6) Given the product [O:33]1[CH2:38][CH2:37][CH:36]([O:1][C:2]2[CH:9]=[CH:8][C:5]([C:6]#[N:7])=[CH:4][C:3]=2[C:10]([F:11])([F:12])[F:13])[CH2:35][CH2:34]1, predict the reactants needed to synthesize it. The reactants are: [OH:1][C:2]1[CH:9]=[CH:8][C:5]([C:6]#[N:7])=[CH:4][C:3]=1[C:10]([F:13])([F:12])[F:11].C1(P(C2C=CC=CC=2)C2C=CC=CC=2)C=CC=CC=1.[O:33]1[CH2:38][CH2:37][CH:36](O)[CH2:35][CH2:34]1.CC(OC(/N=N/C(OC(C)(C)C)=O)=O)(C)C.